Predict the reactants needed to synthesize the given product. From a dataset of Full USPTO retrosynthesis dataset with 1.9M reactions from patents (1976-2016). Given the product [Br:37][C:33]1[N:32]=[C:31]([CH2:30][N:20]2[C:21]3[C:26](=[CH:25][CH:24]=[C:23]([CH3:29])[N:22]=3)[C:27](=[O:28])[C:18]([C:16]([C:7]3[CH:6]=[CH:5][C:4]4[O:3][CH2:2][CH2:1][O:10][C:9]=4[CH:8]=3)=[O:17])=[CH:19]2)[CH:36]=[CH:35][CH:34]=1, predict the reactants needed to synthesize it. The reactants are: [CH2:1]1[O:10][C:9]2[C:4](=[CH:5][C-:6]=[CH:7][CH:8]=2)[O:3][CH2:2]1.[Mg+2].[Br-].CON(C)[C:16]([C:18]1[C:27](=[O:28])[C:26]2[C:21](=[N:22][C:23]([CH3:29])=[CH:24][CH:25]=2)[N:20]([CH2:30][C:31]2[CH:36]=[CH:35][CH:34]=[C:33]([Br:37])[N:32]=2)[CH:19]=1)=[O:17].[Cl-].[NH4+].